This data is from Forward reaction prediction with 1.9M reactions from USPTO patents (1976-2016). The task is: Predict the product of the given reaction. (1) The product is: [CH:1]([O:4][C:5]1[CH:10]=[CH:9][C:8]([S:11]([NH:21][C:19]2[N:18]([C:22]3[CH:31]=[CH:30][CH:29]=[C:28]4[C:23]=3[CH:24]=[CH:25][CH:26]=[N:27]4)[N:17]=[C:16]([CH3:15])[CH:20]=2)(=[O:13])=[O:12])=[CH:7][CH:6]=1)([CH3:3])[CH3:2]. Given the reactants [CH:1]([O:4][C:5]1[CH:10]=[CH:9][C:8]([S:11](Cl)(=[O:13])=[O:12])=[CH:7][CH:6]=1)([CH3:3])[CH3:2].[CH3:15][C:16]1[CH:20]=[C:19]([NH2:21])[N:18]([C:22]2[CH:31]=[CH:30][CH:29]=[C:28]3[C:23]=2[CH:24]=[CH:25][CH:26]=[N:27]3)[N:17]=1.C(=O)(O)[O-].[Na+], predict the reaction product. (2) Given the reactants F[C:2]1[CH:20]=[CH:19][C:5]([C:6]([NH:8][C:9]2[CH:10]=[N:11][C:12]3[C:17]([CH:18]=2)=[CH:16][CH:15]=[CH:14][CH:13]=3)=[O:7])=[CH:4][CH:3]=1.[NH:21]1[CH2:26][CH2:25][NH:24][CH2:23][CH2:22]1, predict the reaction product. The product is: [N:21]1([C:2]2[CH:20]=[CH:19][C:5]([C:6]([NH:8][C:9]3[CH:10]=[N:11][C:12]4[C:17]([CH:18]=3)=[CH:16][CH:15]=[CH:14][CH:13]=4)=[O:7])=[CH:4][CH:3]=2)[CH2:26][CH2:25][NH:24][CH2:23][CH2:22]1. (3) The product is: [CH2:1]([C:5]1([C:27]2[CH:28]=[CH:29][C:24]([N:23]([CH3:34])[CH3:22])=[CH:25][CH:26]=2)[CH2:13][N:12]2[C:8](=[N:9][C:10]3[CH:18]=[CH:17][CH:16]=[CH:15][C:11]=32)[C:7]([C:19]#[N:20])=[C:6]1[CH3:21])[CH2:2][CH2:3][CH3:4]. Given the reactants [CH2:1]([C:5]1[C:6]([CH3:21])=[C:7]([C:19]#[N:20])[C:8]2[N:12]([C:13]=1Cl)[C:11]1[CH:15]=[CH:16][CH:17]=[CH:18][C:10]=1[N:9]=2)[CH2:2][CH2:3][CH3:4].[CH3:22][N:23]([CH3:34])[C:24]1[CH:29]=[CH:28][C:27](OB(O)O)=[CH:26][CH:25]=1.C(=O)([O-])[O-].[Na+].[Na+], predict the reaction product. (4) Given the reactants [CH3:1][N:2]1[C:6]2[CH:7]=[CH:8][CH:9]=[C:10]([NH2:11])[C:5]=2[N:4]=[CH:3]1.[C:12]1([NH:22]C(=O)C)C2CCCCC=2C=CC=1.Cl.NC1C2CCCCC=2C(C#N)=CC=1, predict the reaction product. The product is: [NH2:11][C:10]1[C:5]2[N:4]=[CH:3][N:2]([CH3:1])[C:6]=2[C:7]([C:12]#[N:22])=[CH:8][CH:9]=1. (5) The product is: [F:21][C:22]1[CH:29]=[CH:28][C:25]([CH2:26][O:7][C:8]2[CH:9]=[CH:10][C:11]3[CH:12]([CH3:20])[CH:13]4[CH2:17][NH:16][CH2:15][CH:14]4[C:18]=3[CH:19]=2)=[CH:24][CH:23]=1. Given the reactants C(NC(=O)[O-])C.[OH:7][C:8]1[CH:9]=[CH:10][C:11]2[CH:12]([CH3:20])[CH:13]3[CH2:17][NH:16][CH2:15][CH:14]3[C:18]=2[CH:19]=1.[F:21][C:22]1[CH:29]=[CH:28][C:25]([CH2:26]Br)=[CH:24][CH:23]=1, predict the reaction product. (6) Given the reactants [N+:1]([C:4]1[CH:13]=[CH:12][CH:11]=[C:10]2[C:5]=1[CH:6]=[CH:7][CH:8]=[C:9]2[NH2:14])([O-])=O.[H][H], predict the reaction product. The product is: [C:4]1([NH2:1])[C:5]2[CH:6]=[CH:7][CH:8]=[C:9]([NH2:14])[C:10]=2[CH:11]=[CH:12][CH:13]=1. (7) The product is: [ClH:45].[ClH:62].[NH2:8][CH2:9][CH2:10][C:11]([O:13][CH2:14][C@@H:15]([O:49][C:50](=[O:61])[CH2:51][CH2:52][NH2:53])[CH2:16][O:17][C:18]1[CH:23]=[CH:22][C:21]([C:24]2[C:29]([C:30]#[N:31])=[C:28]([S:32][CH2:33][C:34]3[N:35]=[C:36]([C:39]4[CH:40]=[CH:41][C:42]([Cl:45])=[CH:43][CH:44]=4)[O:37][CH:38]=3)[N:27]=[C:26]([NH2:46])[C:25]=2[C:47]#[N:48])=[CH:20][CH:19]=1)=[O:12]. Given the reactants C(OC([NH:8][CH2:9][CH2:10][C:11]([O:13][CH2:14][C@@H:15]([O:49][C:50](=[O:61])[CH2:51][CH2:52][NH:53]C(OC(C)(C)C)=O)[CH2:16][O:17][C:18]1[CH:23]=[CH:22][C:21]([C:24]2[C:29]([C:30]#[N:31])=[C:28]([S:32][CH2:33][C:34]3[N:35]=[C:36]([C:39]4[CH:44]=[CH:43][C:42]([Cl:45])=[CH:41][CH:40]=4)[O:37][CH:38]=3)[N:27]=[C:26]([NH2:46])[C:25]=2[C:47]#[N:48])=[CH:20][CH:19]=1)=[O:12])=O)(C)(C)C.[ClH:62], predict the reaction product.